From a dataset of Full USPTO retrosynthesis dataset with 1.9M reactions from patents (1976-2016). Predict the reactants needed to synthesize the given product. (1) Given the product [Cl:1][C:2]1[CH:11]=[C:10]([CH2:12][F:21])[C:9]2[C:4](=[C:5]([F:14])[CH:6]=[CH:7][CH:8]=2)[N:3]=1, predict the reactants needed to synthesize it. The reactants are: [Cl:1][C:2]1[CH:11]=[C:10]([CH2:12]O)[C:9]2[C:4](=[C:5]([F:14])[CH:6]=[CH:7][CH:8]=2)[N:3]=1.CCN(S(F)(F)[F:21])CC. (2) Given the product [Cl:1][C:2]1[CH:21]=[CH:20][CH:19]=[C:18]([Cl:22])[C:3]=1[CH2:4][C:5]1[C:6](=[O:17])[O:7][C:8]2[C:13]([C:14]=1[CH3:15])=[CH:12][CH:11]=[C:10]([O:16][C:26](=[O:27])[N:25]([CH3:24])[C:34]1[CH:39]=[CH:38][CH:37]=[CH:36][CH:35]=1)[CH:9]=2, predict the reactants needed to synthesize it. The reactants are: [Cl:1][C:2]1[CH:21]=[CH:20][CH:19]=[C:18]([Cl:22])[C:3]=1[CH2:4][C:5]1[C:6](=[O:17])[O:7][C:8]2[C:13]([C:14]=1[CH3:15])=[CH:12][CH:11]=[C:10]([OH:16])[CH:9]=2.[I-].[CH3:24][N:25]([C:34]1[CH:39]=[CH:38][CH:37]=[CH:36][CH:35]=1)[C:26](N1C=C[N+](C)=C1)=[O:27]. (3) Given the product [NH2:20][C:17]1[CH:18]=[CH:19][C:14]([O:13][C:11]2[CH:10]=[N:9][C:8]([CH3:24])=[C:7]([CH:12]=2)[C:6]([NH:5][C:1]([CH3:4])([CH3:3])[CH3:2])=[O:25])=[C:15]([Cl:23])[CH:16]=1, predict the reactants needed to synthesize it. The reactants are: [C:1]([NH:5][C:6](=[O:25])[C:7]1[CH:12]=[C:11]([O:13][C:14]2[CH:19]=[CH:18][C:17]([N+:20]([O-])=O)=[CH:16][C:15]=2[Cl:23])[CH:10]=[N:9][C:8]=1[CH3:24])([CH3:4])([CH3:3])[CH3:2]. (4) Given the product [NH2:2][C:1]1[C:3]2[CH2:4][N:5]([C:10]([O:12][C:13]([CH3:16])([CH3:15])[CH3:14])=[O:11])[CH2:6][CH2:7][C:8]=2[NH:19][N:18]=1, predict the reactants needed to synthesize it. The reactants are: [C:1]([CH:3]1[C:8](=O)[CH2:7][CH2:6][N:5]([C:10]([O:12][C:13]([CH3:16])([CH3:15])[CH3:14])=[O:11])[CH2:4]1)#[N:2].O.[NH2:18][NH2:19]. (5) Given the product [CH3:8][C:7]1[C:2]([N:23]2[CH:24]=[C:20]([CH3:19])[N:21]=[N:22]2)=[N:3][C:4]2[N:5]([N:9]=[CH:10][C:11]=2[C:12]([O:14][C:15]([CH3:18])([CH3:17])[CH3:16])=[O:13])[CH:6]=1, predict the reactants needed to synthesize it. The reactants are: Cl[C:2]1[C:7]([CH3:8])=[CH:6][N:5]2[N:9]=[CH:10][C:11]([C:12]([O:14][C:15]([CH3:18])([CH3:17])[CH3:16])=[O:13])=[C:4]2[N:3]=1.[CH3:19][C:20]1[N:21]=[N:22][NH:23][CH:24]=1.C(=O)([O-])[O-].[K+].[K+].O.